Dataset: Reaction yield outcomes from USPTO patents with 853,638 reactions. Task: Predict the reaction yield, written as a fraction of the theoretical maximum amount of product (1.0 means a 100% yield; for example, 0.34 means a 34% yield). (1) The reactants are C([O:3][C:4](=[O:44])[CH2:5][CH2:6][CH2:7][O:8][C:9]1[CH:14]=[CH:13][CH:12]=[C:11]([CH2:15][CH2:16][CH2:17][CH2:18][CH2:19][CH2:20][O:21][C:22]2[CH:23]=[C:24]([C:31]3[CH:36]=[CH:35][CH:34]=[CH:33][CH:32]=3)[CH:25]=[C:26]([C:28](=[O:30])[CH3:29])[CH:27]=2)[C:10]=1[CH2:37][CH2:38][C:39]([O:41]CC)=[O:40])C. The catalyst is [OH-].[Na+]. The yield is 0.660. The product is [C:28]([C:26]1[CH:27]=[C:22]([O:21][CH2:20][CH2:19][CH2:18][CH2:17][CH2:16][CH2:15][C:11]2[C:10]([CH2:37][CH2:38][C:39]([OH:41])=[O:40])=[C:9]([CH:14]=[CH:13][CH:12]=2)[O:8][CH2:7][CH2:6][CH2:5][C:4]([OH:44])=[O:3])[CH:23]=[C:24]([C:31]2[CH:32]=[CH:33][CH:34]=[CH:35][CH:36]=2)[CH:25]=1)(=[O:30])[CH3:29]. (2) The reactants are [NH2:1][C@@H:2]1[C:16](=[O:17])[N:15]2[CH2:18][C@H:19]([O:21][C:22]3[C:23]4[S:37][CH:36]=[CH:35][C:24]=4[N:25]=[C:26]([C:28]4[N:32]([CH3:33])[N:31]=[C:30]([CH3:34])[CH:29]=4)[N:27]=3)[CH2:20][C@H:14]2[C:13](=[O:38])[NH:12][C@:11]2([C:40]([O:42][CH3:43])=[O:41])[CH2:39][C@H:10]2[CH:9]=[CH:8][CH2:7][CH2:6][CH2:5][CH2:4][CH2:3]1.C(N(CC)CC)C.[C:51](=O)([O:58]C1C=CC([N+]([O-])=O)=CC=1)[O:52][CH:53]1[CH2:57][CH2:56][CH2:55][CH2:54]1.C(=O)(O)[O-].[Na+]. The catalyst is CC(N(C)C)=O. The product is [CH:53]1([O:52][C:51]([NH:1][C@@H:2]2[C:16](=[O:17])[N:15]3[CH2:18][C@H:19]([O:21][C:22]4[C:23]5[S:37][CH:36]=[CH:35][C:24]=5[N:25]=[C:26]([C:28]5[N:32]([CH3:33])[N:31]=[C:30]([CH3:34])[CH:29]=5)[N:27]=4)[CH2:20][C@H:14]3[C:13](=[O:38])[NH:12][C@:11]3([C:40]([O:42][CH3:43])=[O:41])[CH2:39][C@H:10]3[CH:9]=[CH:8][CH2:7][CH2:6][CH2:5][CH2:4][CH2:3]2)=[O:58])[CH2:57][CH2:56][CH2:55][CH2:54]1. The yield is 1.00. (3) The reactants are [CH:1]([C:3]1[CH:8]=[CH:7][C:6]([N:9]2[CH:13]=[N:12][CH:11]=[N:10]2)=[CH:5][CH:4]=1)=[CH2:2].[Li][CH2:15]CCC.CI. The catalyst is C1COCC1. The product is [CH3:15][C:13]1[N:9]([C:6]2[CH:5]=[CH:4][C:3]([CH:1]=[CH2:2])=[CH:8][CH:7]=2)[N:10]=[CH:11][N:12]=1. The yield is 0.460. (4) The product is [F:1][C:2]1[CH:7]=[CH:6][CH:5]=[C:4]([F:8])[C:3]=1[N:9]1[C:14]2[N:15]=[C:16]([NH:36][CH2:35][CH2:34][O:33][CH3:32])[N:17]=[C:18]([C:19]3[CH:24]=[CH:23][C:22]([F:25])=[CH:21][C:20]=3[CH3:26])[C:13]=2[CH:12]=[CH:11][C:10]1=[O:31]. The yield is 0.470. The reactants are [F:1][C:2]1[CH:7]=[CH:6][CH:5]=[C:4]([F:8])[C:3]=1[N:9]1[C:14]2[N:15]=[C:16](S(C)(=O)=O)[N:17]=[C:18]([C:19]3[CH:24]=[CH:23][C:22]([F:25])=[CH:21][C:20]=3[CH3:26])[C:13]=2[CH:12]=[CH:11][C:10]1=[O:31].[CH3:32][O:33][CH2:34][CH2:35][NH2:36]. The catalyst is CN(C=O)C.CCOC(C)=O. (5) The reactants are [NH2:1][C:2]1[CH:11]=[C:10]([C:12]([O-:14])=[O:13])[CH:9]=[CH:8][C:3]=1[C:4]([O:6][CH3:7])=[O:5].C(=O)([O-])[O-].[K+].[K+].[CH2:21](Br)[C:22]1[CH:27]=[CH:26][CH:25]=[CH:24][CH:23]=1.C(N(CC)CC)C. The catalyst is CN(C)C=O. The product is [NH2:1][C:2]1[CH:11]=[C:10]([C:12]([O:14][CH2:21][C:22]2[CH:27]=[CH:26][CH:25]=[CH:24][CH:23]=2)=[O:13])[CH:9]=[CH:8][C:3]=1[C:4]([O:6][CH3:7])=[O:5]. The yield is 0.700.